This data is from Full USPTO retrosynthesis dataset with 1.9M reactions from patents (1976-2016). The task is: Predict the reactants needed to synthesize the given product. (1) Given the product [Br:15][C:16]1[CH:17]=[CH:18][C:19]([O:14][C:11]2[CH:10]=[CH:9][C:8]([O:1][C:2]3[CH:7]=[CH:6][CH:5]=[CH:4][CH:3]=3)=[CH:13][CH:12]=2)=[N:20][CH:21]=1, predict the reactants needed to synthesize it. The reactants are: [O:1]([C:8]1[CH:13]=[CH:12][C:11]([OH:14])=[CH:10][CH:9]=1)[C:2]1[CH:7]=[CH:6][CH:5]=[CH:4][CH:3]=1.[Br:15][C:16]1[CH:17]=[CH:18][C:19](F)=[N:20][CH:21]=1.C([O-])([O-])=O.[K+].[K+].O. (2) The reactants are: C(OC([NH:8][CH2:9][CH:10]1[CH2:14][CH2:13][N:12]([C:15]2[C:16]([F:33])=[CH:17][N:18]3[C:23]([C:24]=2[CH3:25])=[C:22]([CH:26]2[CH2:28][CH2:27]2)[CH:21]=[C:20]([C:29]([OH:31])=[O:30])[C:19]3=[O:32])[CH2:11]1)=O)(C)(C)C.FC(F)(F)C(O)=O. Given the product [NH2:8][CH2:9][CH:10]1[CH2:14][CH2:13][N:12]([C:15]2[C:16]([F:33])=[CH:17][N:18]3[C:23]([C:24]=2[CH3:25])=[C:22]([CH:26]2[CH2:27][CH2:28]2)[CH:21]=[C:20]([C:29]([OH:31])=[O:30])[C:19]3=[O:32])[CH2:11]1, predict the reactants needed to synthesize it.